This data is from Forward reaction prediction with 1.9M reactions from USPTO patents (1976-2016). The task is: Predict the product of the given reaction. (1) Given the reactants [Cl:1][C:2]1[N:11]=[C:10](Cl)[C:9]2[C:4](=[CH:5][CH:6]=[CH:7][C:8]=2[CH3:13])[N:3]=1.[C:14]([NH:17][C@H:18]1[CH2:22][CH2:21][NH:20][CH2:19]1)(=[O:16])[CH3:15], predict the reaction product. The product is: [Cl:1][C:2]1[N:11]=[C:10]([N:20]2[CH2:21][CH2:22][C@H:18]([NH:17][C:14](=[O:16])[CH3:15])[CH2:19]2)[C:9]2[C:4](=[CH:5][CH:6]=[CH:7][C:8]=2[CH3:13])[N:3]=1. (2) Given the reactants [F:1][C:2]1[CH:7]=[CH:6][C:5]([C:8]2[C:12](/[CH:13]=[CH:14]/[C:15]3[CH:16]=[C:17]([C:21](O)=[O:22])[N:18]([CH3:20])[N:19]=3)=[C:11]([CH3:24])[O:10][N:9]=2)=[CH:4][CH:3]=1.[NH:25]1[CH2:30][CH2:29][O:28][CH2:27][CH2:26]1, predict the reaction product. The product is: [F:1][C:2]1[CH:3]=[CH:4][C:5]([C:8]2[C:12](/[CH:13]=[CH:14]/[C:15]3[CH:16]=[C:17]([C:21]([N:25]4[CH2:30][CH2:29][O:28][CH2:27][CH2:26]4)=[O:22])[N:18]([CH3:20])[N:19]=3)=[C:11]([CH3:24])[O:10][N:9]=2)=[CH:6][CH:7]=1. (3) Given the reactants Cl.[C:2]([NH:6][OH:7])([CH3:5])([CH3:4])[CH3:3].[CH2:8]([S:10][C:11]1[CH:18]=[CH:17][CH:16]=[CH:15][C:12]=1[CH:13]=O)[CH3:9], predict the reaction product. The product is: [C:2]([N+:6]([O-:7])=[CH:13][C:12]1[CH:15]=[CH:16][CH:17]=[CH:18][C:11]=1[S:10][CH2:8][CH3:9])([CH3:5])([CH3:4])[CH3:3].